This data is from Experimentally validated miRNA-target interactions with 360,000+ pairs, plus equal number of negative samples. The task is: Binary Classification. Given a miRNA mature sequence and a target amino acid sequence, predict their likelihood of interaction. (1) The miRNA is hsa-miR-6752-3p with sequence UCCCUGCCCCCAUACUCCCAG. Result: 0 (no interaction). The protein sequence of the target gene is MSALEKSMHLGRLPSRPPLPGSGGSQSGAKMRMGPGRKRDFTPVPWSQYFESMEDVEVENETGKDTFRVYKSGSEGPVLLLLHGGGHSALSWAVFTAAIISRVQCRIVALDLRGHGETKVKNSEDLSAETMAKDVGNVVEAMYGDLPPPVMLIGHSMGGAIAVHTAAANLVPSLLGLCMIDVVEGTAMDALNSMQNFLRGRPKTFKSLENAIEWSVKSGQIRNLESARVSMVGQVKQCEGITSPEGSKSIVEGIIEEEEEDEEGSESVNKRKKEDDMETKKDHPYTWRIELAKTEKYWDG.... (2) The miRNA is rno-let-7b-5p with sequence UGAGGUAGUAGGUUGUGUGGUU. The protein sequence of the target gene is MVCGGFACSRNALCALNVVYMLVGFLLIGVAAWGKGLGVVSSIHIIGGVIAVGVFLLLIAVAGLVGAANHHQVLLFFYMIILGLVFIFQFGISCSCLAINRNTQADVINASWSVLSNSTRHELERSFDCCGLFNLTTLRLQDDTSCSAVCKTKSSTCQMCGERFLKHSDKALKILGGVGLFFSFTEILGVWLAMRFRNQKDPRANPSAFL. Result: 0 (no interaction). (3) The protein sequence of the target gene is MAAAVAAAAAMRSRILQVSSKVNATWYPASSFSSSSVPTVKLFIDGKFVESKSDKWIDIHNPATNEVVGRVPQSTKAEMDAAVESCKRAFPAWADTSILSRQQVLLRYQQLIKENLKEIARLITLEQGKTLADAEGDVFRGLQVVEHACSVTSLMLGETMPSITKDMDLYSYRLPLGVCAGIAPFNFPAMIPLWMFPMAMVCGNTFLMKPSERVPGATMLLAKLLQDSGAPDGTLNIIHGQHDAVNFICDHPDIKAISFVGSNQAGEYIFERGSRNGKRVQANMGAKNHGVVMPDANKEN.... The miRNA is hsa-miR-6834-3p with sequence UAUGUCCCAUCCCUCCAUCA. Result: 0 (no interaction). (4) The miRNA is hsa-miR-4734 with sequence GCUGCGGGCUGCGGUCAGGGCG. The protein sequence of the target gene is MAEAVKPRRAKAKASRTKGKEKKKHEALQTCDAGPLPETCREQESPCPASELKGDDLKSSADPQLHSDVCGWNESEMFDIPLTSLTIGDEGPPVQDTEDLKERGEVTAGDGDDEMELKVDPGDNVIAKGEPCKNFPEVEDHTLIQCGPPESTLQPDFPCTQQAVEGSHAREHPTRKQDEAALGCSKVFQNVSLHSSYEAKEVSQPPRVKKLYPELPAEIAEVPALVAVKPLLRSERLYPELPSQPEVTPFTKEQLKLLEPGSWLENVASYVEEFDNIAHQDRHEFYELLLNYSRCRKQLL.... Result: 0 (no interaction). (5) The miRNA is hsa-miR-30e-3p with sequence CUUUCAGUCGGAUGUUUACAGC. The protein sequence of the target gene is MAPAASRLRAEAGLGALPRRALAQYLLFLRLYPVLTKAATSGILSALGNFLAQMIEKKRKKENSRSLDVGGPLRYAVYGFFFTGPLSHFFYFFMEHWIPPEVPLAGLRRLLLDRLVFAPAFLMLFFLIMNFLEGKDASAFAAKMRGGFWPALRMNWRVWTPLQFININYVPLKFRVLFANLAALFWYAYLASLGK. Result: 0 (no interaction). (6) The miRNA is hsa-miR-3690 with sequence ACCUGGACCCAGCGUAGACAAAG. The protein sequence of the target gene is MNRESFAAGERLVSPAYVRQGCEARRSHEHLIRLLLEKGKCPENGWDESTLELFLHELAIMDSNNFLGNCGVGEREGRVASALVARRHYRFIHGIGRSGDISAVQPKAAGSSLLNKITNSLVLDIIKLAGVHTVANCFVVPMATGMSLTLCFLTLRHKRPKAKYIIWPRIDQKSCFKSMITAGFEPVVIENVLEGDELRTDLKAVEAKVQELGPDCILCIHSTTSCFAPRVPDRLEELAVICANYDIPHIVNNAYGVQSSKCMHLIQQGARVGRIDAFVQSLDKNFMVPVGGAIIAGFND.... Result: 0 (no interaction). (7) The miRNA is hsa-miR-8085 with sequence UGGGAGAGAGGACUGUGAGGC. The protein sequence of the target gene is MDYFPVIFSLLFVTFQGAPETAVLGAELSTGAENGVQSPPPSTPWRPRRSKRCSCSSLMDKECVYFCHLDIIWVNTPERVVPYGLGGSSRSKRSLKDLLPNKATDQAVRCQCAHQKDKKCWNFCQAGKELRAQSTMQKSLKDSKKGKPCSKLGKKCIYQQLVEGRKLRRLEAISNSIKASFRVAKLKAELYRDQKLTHNRAH. Result: 0 (no interaction).